Task: Predict the reactants needed to synthesize the given product.. Dataset: Full USPTO retrosynthesis dataset with 1.9M reactions from patents (1976-2016) (1) Given the product [O:8]=[C:4]1[C:5](=[CH:9][O-:10])[CH2:6][CH2:7][O:3]1.[Na+:2], predict the reactants needed to synthesize it. The reactants are: [H-].[Na+:2].[O:3]1[CH2:7][CH2:6][CH2:5][C:4]1=[O:8].[CH:9](OCC)=[O:10]. (2) Given the product [CH3:16][C@H:8]([NH2:7])[CH2:9][N:10]1[CH2:15][CH2:14][O:13][CH2:12][CH2:11]1, predict the reactants needed to synthesize it. The reactants are: C(OC(=O)[NH:7][CH:8]([CH3:16])[CH2:9][N:10]1[CH2:15][CH2:14][O:13][CH2:12][CH2:11]1)(C)(C)C.Cl. (3) Given the product [Br:1][C:2]1[CH:10]=[C:9]2[NH:8][C:7](=[O:11])[C:6]3([CH:12]([C:13]4[CH:18]=[CH:17][CH:16]=[C:15]([Cl:19])[CH:14]=4)[CH2:30][C:29](=[O:31])[NH:28][CH:27]3[C:25]3[CH:26]=[C:21]([F:20])[CH:22]=[CH:23][C:24]=3[CH3:36])[C:5]2=[CH:4][CH:3]=1, predict the reactants needed to synthesize it. The reactants are: [Br:1][C:2]1[CH:10]=[C:9]2[C:5](/[C:6](=[CH:12]/[C:13]3[CH:18]=[CH:17][CH:16]=[C:15]([Cl:19])[CH:14]=3)/[C:7](=[O:11])[NH:8]2)=[CH:4][CH:3]=1.[F:20][C:21]1[CH:22]=[CH:23][C:24]([CH3:36])=[C:25]([CH:27]=[N:28][C:29]([O:31][Si](C)(C)C)=[CH2:30])[CH:26]=1. (4) The reactants are: [F:1][CH:2]([F:5])[CH2:3]Cl.[C:6]1(=[O:12])[NH:10][C:9](=[O:11])[CH2:8][CH2:7]1.C(=O)([O-])[O-].[K+].[K+]. Given the product [F:1][CH:2]([F:5])[CH2:3][N:10]1[C:6](=[O:12])[CH2:7][CH2:8][C:9]1=[O:11], predict the reactants needed to synthesize it. (5) Given the product [N:7]1[CH:8]=[CH:9][CH:10]=[CH:11][C:6]=1[C:4]([C:19]1[CH:18]=[CH:17][C:16]([O:15][C:14]([F:13])([F:24])[F:25])=[CH:21][CH:20]=1)=[O:5], predict the reactants needed to synthesize it. The reactants are: CON(C)[C:4]([C:6]1[CH:11]=[CH:10][CH:9]=[CH:8][N:7]=1)=[O:5].[F:13][C:14]([F:25])([F:24])[O:15][C:16]1[CH:21]=[CH:20][C:19]([Mg]Br)=[CH:18][CH:17]=1.O1CCCC1.[Cl-].[NH4+]. (6) Given the product [CH3:35][O:34][C:26]1[C:27]([C:29]2[S:30][CH:31]=[CH:32][CH:33]=2)=[CH:28][C:16](/[CH:14]=[CH:2]/[C:1](=[O:3])[C:4]2[CH:5]=[CH:6][C:7]([S:10]([NH2:13])(=[O:11])=[O:12])=[CH:8][CH:9]=2)=[C:17]([CH:25]=1)[O:18][C:19]([CH3:24])([CH3:23])[C:20]([OH:22])=[O:21], predict the reactants needed to synthesize it. The reactants are: [C:1]([C:4]1[CH:9]=[CH:8][C:7]([S:10]([NH2:13])(=[O:12])=[O:11])=[CH:6][CH:5]=1)(=[O:3])[CH3:2].[CH:14]([C:16]1[CH:28]=[C:27]([C:29]2[S:30][CH:31]=[CH:32][CH:33]=2)[C:26]([O:34][CH3:35])=[CH:25][C:17]=1[O:18][C:19]([CH3:24])([CH3:23])[C:20]([OH:22])=[O:21])=O.